The task is: Predict the reactants needed to synthesize the given product.. This data is from Full USPTO retrosynthesis dataset with 1.9M reactions from patents (1976-2016). Given the product [CH3:15][O:16][C:17]1[CH:24]=[CH:23][C:20]([C:21]2[NH:1][N:2]=[C:3]([C:5]3[C:10]([C:11]([F:12])([F:13])[F:14])=[CH:9][CH:8]=[CH:7][N:6]=3)[N:4]=2)=[C:19]([OH:25])[CH:18]=1, predict the reactants needed to synthesize it. The reactants are: [NH2:1][NH:2][C:3]([C:5]1[C:10]([C:11]([F:14])([F:13])[F:12])=[CH:9][CH:8]=[CH:7][N:6]=1)=[NH:4].[CH3:15][O:16][C:17]1[CH:24]=[CH:23][C:20]([CH:21]=O)=[C:19]([OH:25])[CH:18]=1.